Dataset: Full USPTO retrosynthesis dataset with 1.9M reactions from patents (1976-2016). Task: Predict the reactants needed to synthesize the given product. (1) The reactants are: S([O-])(O[O-])(=O)=O.[K+].[K+].[Cl:9][C:10]1[CH:29]=[CH:28][C:27]([CH:30]=[O:31])=[CH:26][C:11]=1[C:12]([NH:14][CH2:15][C:16]12[CH2:25][CH:20]3[CH2:21][CH:22]([CH2:24][CH:18]([CH2:19]3)[CH2:17]1)[CH2:23]2)=[O:13].C(OCC)(=[O:34])C.Cl. Given the product [Cl:9][C:10]1[CH:29]=[CH:28][C:27]([C:30]([OH:34])=[O:31])=[CH:26][C:11]=1[C:12]([NH:14][CH2:15][C:16]12[CH2:25][CH:20]3[CH2:19][CH:18]([CH2:24][CH:22]([CH2:21]3)[CH2:23]1)[CH2:17]2)=[O:13], predict the reactants needed to synthesize it. (2) Given the product [CH3:57][O:56][C:47]1[CH:48]=[C:49]([O:54][CH3:55])[CH:50]=[C:51]([O:52][CH3:53])[C:46]=1/[CH:45]=[CH:44]/[CH:27]([S:24]([CH:7](/[CH:6]=[CH:5]/[C:4]1[C:3]([O:2][CH3:1])=[CH:61][C:60]([O:62][CH3:63])=[CH:59][C:58]=1[O:64][CH3:65])[C:8]1[CH:13]=[CH:12][C:11]([O:14][CH3:15])=[C:10]([NH:16][C:17](=[O:23])[CH2:18][OH:19])[CH:9]=1)(=[O:25])=[O:26])[C:28]1[CH:33]=[CH:32][C:31]([O:34][CH3:35])=[C:30]([NH:36][C:37](=[O:43])[CH2:38][OH:39])[CH:29]=1, predict the reactants needed to synthesize it. The reactants are: [CH3:1][O:2][C:3]1[CH:61]=[C:60]([O:62][CH3:63])[CH:59]=[C:58]([O:64][CH3:65])[C:4]=1/[CH:5]=[CH:6]/[CH:7]([S:24]([CH:27](/[CH:44]=[CH:45]/[C:46]1[C:51]([O:52][CH3:53])=[CH:50][C:49]([O:54][CH3:55])=[CH:48][C:47]=1[O:56][CH3:57])[C:28]1[CH:33]=[CH:32][C:31]([O:34][CH3:35])=[C:30]([NH:36][C:37](=[O:43])[CH2:38][O:39]C(=O)C)[CH:29]=1)(=[O:26])=[O:25])[C:8]1[CH:13]=[CH:12][C:11]([O:14][CH3:15])=[C:10]([NH:16][C:17](=[O:23])[CH2:18][O:19]C(=O)C)[CH:9]=1.C(=O)([O-])[O-].[K+].[K+]. (3) Given the product [CH2:9]([O:10][C:12]1[N:20]=[CH:19][N:18]=[C:17]2[C:13]=1[NH:14][CH:15]=[N:16]2)[C:6]1[CH:7]=[CH:8][CH:3]=[CH:4][CH:5]=1, predict the reactants needed to synthesize it. The reactants are: [H-].[Na+].[CH:3]1[CH:8]=[CH:7][C:6]([CH2:9][OH:10])=[CH:5][CH:4]=1.Cl[C:12]1[N:20]=[CH:19][N:18]=[C:17]2[C:13]=1[NH:14][CH:15]=[N:16]2.